From a dataset of Retrosynthesis with 50K atom-mapped reactions and 10 reaction types from USPTO. Predict the reactants needed to synthesize the given product. (1) Given the product COc1nc2cc(C)ccc2nc1NC(=O)N1CCN(c2c(C)cccc2C)CC1, predict the reactants needed to synthesize it. The reactants are: CCOC(=O)Nc1nc2ccc(C)cc2nc1OC.Cc1cccc(C)c1N1CCNCC1. (2) The reactants are: CC(C)(C)OC(=O)N[C@@]1(C(=O)OC(C)(C)C)[C@H](OCc2ccc(Cl)c(Cl)c2)[C@H](OS(C)(=O)=O)[C@@H]2[C@H]1[C@H]2C(=O)OC(C)(C)C.[N-]=[N+]=[N-]. Given the product CC(C)(C)OC(=O)N[C@]1(C(=O)OC(C)(C)C)[C@@H]2[C@@H](C(=O)OC(C)(C)C)[C@@H]2[C@H](N=[N+]=[N-])[C@H]1OCc1ccc(Cl)c(Cl)c1, predict the reactants needed to synthesize it. (3) Given the product CC1(C)OCc2ccc(C=O)cc21, predict the reactants needed to synthesize it. The reactants are: CC1(C)OCc2ccc(Br)cc21.CN(C)C=O. (4) Given the product COc1ccc(CNc2cccc(CCCCC(=O)C=Cc3cnc(C)nc3)n2)cc1, predict the reactants needed to synthesize it. The reactants are: COc1ccc(CNc2cccc(CCCCC(=O)CP(=O)(OC)OC)n2)cc1.Cc1ncc(C=O)cn1. (5) Given the product Cc1cc(/C=C(\F)c2ccc(OC(F)(F)F)cc2)nn1Cc1cccc(C(=O)N2CCCC2)c1, predict the reactants needed to synthesize it. The reactants are: CS(=O)(=O)OCc1cccc(C(=O)N2CCCC2)c1.Cc1cc(/C=C(\F)c2ccc(OC(F)(F)F)cc2)n[nH]1. (6) Given the product COC(=O)C[C@@H](C)NC(=O)OC(C)(C)C, predict the reactants needed to synthesize it. The reactants are: CC(C)(C)OC(=O)OC(=O)OC(C)(C)C.COC(=O)C[C@@H](C)N. (7) Given the product Cc1ccc2c(-c3ccc(Cl)cc3)c([C@@H](CO)OC(C)(C)C)c(Cl)cc2n1, predict the reactants needed to synthesize it. The reactants are: Cc1ccc2c(-c3ccc(Cl)cc3)c([C@@H](COC(=O)C(C)(C)C)OC(C)(C)C)c(Cl)cc2n1. (8) Given the product COc1ccc(CN2CCN(C(=O)OC(C)(C)C)CC2)cn1, predict the reactants needed to synthesize it. The reactants are: CC(C)(C)OC(=O)N1CCNCC1.COc1ccc(C=O)cn1. (9) The reactants are: CB(O)O.CCOc1cc(Br)cnc1Nc1cccc(C)n1. Given the product CCOc1cc(C)cnc1Nc1cccc(C)n1, predict the reactants needed to synthesize it.